From a dataset of NCI-60 drug combinations with 297,098 pairs across 59 cell lines. Regression. Given two drug SMILES strings and cell line genomic features, predict the synergy score measuring deviation from expected non-interaction effect. (1) Drug 1: CCCCC(=O)OCC(=O)C1(CC(C2=C(C1)C(=C3C(=C2O)C(=O)C4=C(C3=O)C=CC=C4OC)O)OC5CC(C(C(O5)C)O)NC(=O)C(F)(F)F)O. Drug 2: C1CN1C2=NC(=NC(=N2)N3CC3)N4CC4. Cell line: SNB-19. Synergy scores: CSS=31.2, Synergy_ZIP=-1.48, Synergy_Bliss=4.17, Synergy_Loewe=-16.7, Synergy_HSA=-3.65. (2) Drug 1: C1CCC(CC1)NC(=O)N(CCCl)N=O. Drug 2: CCC1(CC2CC(C3=C(CCN(C2)C1)C4=CC=CC=C4N3)(C5=C(C=C6C(=C5)C78CCN9C7C(C=CC9)(C(C(C8N6C)(C(=O)OC)O)OC(=O)C)CC)OC)C(=O)OC)O.OS(=O)(=O)O. Cell line: RPMI-8226. Synergy scores: CSS=53.7, Synergy_ZIP=2.34, Synergy_Bliss=4.61, Synergy_Loewe=-7.15, Synergy_HSA=5.11. (3) Drug 1: C1CN1P(=S)(N2CC2)N3CC3. Drug 2: C1CN(P(=O)(OC1)NCCCl)CCCl. Cell line: CAKI-1. Synergy scores: CSS=22.9, Synergy_ZIP=-3.50, Synergy_Bliss=0.248, Synergy_Loewe=-26.1, Synergy_HSA=-0.117.